This data is from CYP1A2 inhibition data for predicting drug metabolism from PubChem BioAssay. The task is: Regression/Classification. Given a drug SMILES string, predict its absorption, distribution, metabolism, or excretion properties. Task type varies by dataset: regression for continuous measurements (e.g., permeability, clearance, half-life) or binary classification for categorical outcomes (e.g., BBB penetration, CYP inhibition). Dataset: cyp1a2_veith. (1) The molecule is CC(=O)[C@@H]1CC[C@@H]2[C@@H]3CCC4=CC(=O)CC[C@@]4(C)[C@H]3CC[C@@]12C. The result is 0 (non-inhibitor). (2) The compound is O=c1c(-c2ccc(F)cc2)nc2cnc(Oc3cccc(Cl)c3)nc2n1C1CC1. The result is 1 (inhibitor). (3) The result is 1 (inhibitor). The compound is CC(=O)c1c(C)[nH]c(C(=O)COc2cc(C)cc(C)c2)c1C. (4) The compound is CN1CCN(c2ncc3nc(-c4cc(F)cc(F)c4)c(=O)n(-c4ccccc4)c3n2)CC1. The result is 1 (inhibitor). (5) The molecule is CN(CCc1ccc(Cl)c(Cl)c1)CCN1CCCCCC1. The result is 1 (inhibitor).